This data is from Catalyst prediction with 721,799 reactions and 888 catalyst types from USPTO. The task is: Predict which catalyst facilitates the given reaction. Reactant: [NH2:1][C:2]1[O:6][N:5]=[C:4]([C:7]2[CH:12]=[CH:11][CH:10]=[C:9]([O:13][C:14]([F:17])([F:16])[F:15])[CH:8]=2)[C:3]=1[C:18]([O:20]C)=[O:19].[OH-].[Na+]. Product: [NH2:1][C:2]1[O:6][N:5]=[C:4]([C:7]2[CH:12]=[CH:11][CH:10]=[C:9]([O:13][C:14]([F:16])([F:17])[F:15])[CH:8]=2)[C:3]=1[C:18]([OH:20])=[O:19]. The catalyst class is: 5.